Dataset: Full USPTO retrosynthesis dataset with 1.9M reactions from patents (1976-2016). Task: Predict the reactants needed to synthesize the given product. (1) The reactants are: [C:1]([O:5][C@@H:6]([C:11]1[C:40]([CH3:41])=[CH:39][C:38]2=[N:42][C:35]3=[CH:36][N:37]2[C:12]=1[N:13]1[CH2:48][CH2:47][C:16]([CH3:49])([O:17][CH2:18][CH2:19][CH2:20][CH2:21][C@H:22]([CH3:46])[O:23][C:24]2[CH:25]=[C:26]([CH3:45])[C:27]([CH3:44])=[CH:28][C:29]=2[C:30]2[CH:43]=[C:34]3[CH:33]=[CH:32][CH:31]=2)[CH2:15][CH2:14]1)[C:7]([O:9]C)=[O:8])([CH3:4])([CH3:3])[CH3:2].C(O[C@@H](C1C(C)=CC2=NC3=C([Cl:91])N2C=1N1CCC(C)(OCCCC[C@H](C)OC2C=CC(C)=CC=2C2C=C3C=CC=2)CC1)C(O)=O)(C)(C)C. Given the product [C:1]([O:5][C@@H:6]([C:11]1[C:40]([CH3:41])=[CH:39][C:38]2=[N:42][C:35]3=[C:36]([Cl:91])[N:37]2[C:12]=1[N:13]1[CH2:48][CH2:47][C:16]([CH3:49])([O:17][CH2:18][CH2:19][CH2:20][CH2:21][C@H:22]([CH3:46])[O:23][C:24]2[CH:25]=[C:26]([CH3:45])[C:27]([CH3:44])=[CH:28][C:29]=2[C:30]2[CH:43]=[C:34]3[CH:33]=[CH:32][CH:31]=2)[CH2:15][CH2:14]1)[C:7]([OH:9])=[O:8])([CH3:4])([CH3:3])[CH3:2], predict the reactants needed to synthesize it. (2) Given the product [CH2:61]([O:65][C:66]1[CH:71]=[C:70]([C:2]2[CH:7]=[C:6]([C:8]3[CH:13]=[CH:12][CH:11]=[CH:10][CH:9]=3)[N:5]=[C:4]([NH:14][C:15](=[O:29])[CH2:16][CH2:17][C:18]([C:20]3[CH:21]=[CH:22][C:23]4[O:27][CH2:26][CH2:25][C:24]=4[CH:28]=3)=[O:19])[CH:3]=2)[CH:69]=[CH:68][CH:67]=1)[CH2:62][CH2:63][CH3:64], predict the reactants needed to synthesize it. The reactants are: Cl[C:2]1[CH:7]=[C:6]([C:8]2[CH:13]=[CH:12][CH:11]=[CH:10][CH:9]=2)[N:5]=[C:4]([NH:14][C:15](=[O:29])[CH2:16][CH2:17][C:18]([C:20]2[CH:21]=[CH:22][C:23]3[O:27][CH2:26][CH2:25][C:24]=3[CH:28]=2)=[O:19])[CH:3]=1.C1(C2C=CC=CC=2)C=CC=CC=1P(C1CCCCC1)C1CCCCC1.C(=O)([O-])[O-].[K+].[K+].[CH2:61]([O:65][C:66]1[CH:67]=[C:68](B(O)O)[CH:69]=[CH:70][CH:71]=1)[CH2:62][CH2:63][CH3:64]. (3) Given the product [F:59][C:57]1[CH:56]=[C:55]([F:60])[CH:54]=[C:53]2[C:58]=1[C:49]([NH:47][C:43]1[CH:44]=[N:45][CH:46]=[C:41]([N:38]3[CH2:39][CH2:40][O:35][CH2:36][CH2:37]3)[CH:42]=1)=[C:50]([CH3:68])[C:51]([C:61]1[CH:66]=[C:65]([CH3:67])[CH:64]=[CH:63][N:62]=1)=[N:52]2, predict the reactants needed to synthesize it. The reactants are: C1(P(C2CCCCC2)C2C=CC=CC=2C2C(C(C)C)=CC(C(C)C)=CC=2C(C)C)CCCCC1.[O:35]1[CH2:40][CH2:39][N:38]([C:41]2[CH:42]=[C:43]([NH2:47])[CH:44]=[N:45][CH:46]=2)[CH2:37][CH2:36]1.Cl[C:49]1[C:58]2[C:53](=[CH:54][C:55]([F:60])=[CH:56][C:57]=2[F:59])[N:52]=[C:51]([C:61]2[CH:66]=[C:65]([CH3:67])[CH:64]=[CH:63][N:62]=2)[C:50]=1[CH3:68].CC(C)([O-])C.[Na+]. (4) Given the product [C:15]([O:18][C:9]1[CH:10]=[N:11][CH:12]=[C:7]([C:4]2[CH:5]=[CH:6][C:1]([CH3:14])=[CH:2][CH:3]=2)[N:8]=1)(=[O:17])[CH3:16], predict the reactants needed to synthesize it. The reactants are: [C:1]1([CH3:14])[CH:6]=[CH:5][C:4]([C:7]2[CH:12]=[N:11][CH:10]=[CH:9][N+:8]=2[O-])=[CH:3][CH:2]=1.[C:15]([O:18]C(=O)C)(=[O:17])[CH3:16]. (5) Given the product [NH2:1][C:2]1[O:6][N:5]=[C:4]([C:7]2[CH:12]=[CH:11][CH:10]=[C:9]([F:13])[CH:8]=2)[C:3]=1[C:14]([N:39]1[CH2:38][CH2:37][N:36]([C:33]2[CH:32]=[CH:31][C:30]([F:29])=[CH:35][CH:34]=2)[CH2:41][CH2:40]1)=[O:16], predict the reactants needed to synthesize it. The reactants are: [NH2:1][C:2]1[O:6][N:5]=[C:4]([C:7]2[CH:12]=[CH:11][CH:10]=[C:9]([F:13])[CH:8]=2)[C:3]=1[C:14]([OH:16])=O.Cl.C(N=C=NCCCN(C)C)C.[F:29][C:30]1[CH:35]=[CH:34][C:33]([N:36]2[CH2:41][CH2:40][NH:39][CH2:38][CH2:37]2)=[CH:32][CH:31]=1.